The task is: Predict the product of the given reaction.. This data is from Forward reaction prediction with 1.9M reactions from USPTO patents (1976-2016). (1) Given the reactants O.[F-].C([N+](C)(C)C)C1C=CC=CC=1.[C:14]1([C:20]2([N:45]([CH3:47])[CH3:46])[CH2:25][CH2:24][CH:23]([CH2:26][O:27][CH2:28][C:29]3[C:33]4[CH:34]=[N:35][CH:36]=[CH:37][C:32]=4[NH:31][C:30]=3[Si](CC)(CC)CC)[CH2:22][CH2:21]2)[CH:19]=[CH:18][CH:17]=[CH:16][CH:15]=1, predict the reaction product. The product is: [NH:31]1[C:32]2[CH:37]=[CH:36][N:35]=[CH:34][C:33]=2[C:29]([CH2:28][O:27][CH2:26][CH:23]2[CH2:22][CH2:21][C:20]([C:14]3[CH:15]=[CH:16][CH:17]=[CH:18][CH:19]=3)([N:45]([CH3:47])[CH3:46])[CH2:25][CH2:24]2)=[CH:30]1. (2) Given the reactants [OH:1][NH:2][C:3](=[NH:9])[C:4]([O:6][CH2:7][CH3:8])=[O:5].C1N=CN([C:15](N2C=NC=C2)=[O:16])C=1.C1CCN2C(=NCCC2)CC1, predict the reaction product. The product is: [O:16]=[C:15]1[O:1][N:2]=[C:3]([C:4]([O:6][CH2:7][CH3:8])=[O:5])[NH:9]1. (3) Given the reactants [F:1][C:2]1[CH:7]=[CH:6][C:5]([F:8])=[CH:4][C:3]=1[C:9]1[CH2:14][N:13](S(C2C=CC([N+]([O-])=O)=CC=2)(=O)=O)[CH2:12][CH:11]([C:27]2[CH:32]=[CH:31][CH:30]=[CH:29][CH:28]=2)[CH:10]=1.SCC(O)=O.O[Li].O, predict the reaction product. The product is: [F:1][C:2]1[CH:7]=[CH:6][C:5]([F:8])=[CH:4][C:3]=1[C:9]1[CH2:14][NH:13][CH2:12][CH:11]([C:27]2[CH:32]=[CH:31][CH:30]=[CH:29][CH:28]=2)[CH:10]=1. (4) Given the reactants [Cl:1][C:2]1[CH:3]=[C:4]([C:8]2[CH:17]=[C:16]([C:18]3[CH:23]=[CH:22][C:21](SC)=[CH:20][CH:19]=3)[C:15]([O:26][CH3:27])=[C:14]3[C:9]=2[CH:10]=[N:11][C:12]([NH:28][CH3:29])=[N:13]3)[CH:5]=[CH:6][CH:7]=1.Cl[C:31]1C=CC=C(C(OO)=O)C=1.[S:41]([O-:44])([O-])=[O:42].[Na+].[Na+], predict the reaction product. The product is: [Cl:1][C:2]1[CH:3]=[C:4]([C:8]2[CH:17]=[C:16]([C:18]3[CH:23]=[CH:22][C:21]([S:41]([CH3:31])(=[O:44])=[O:42])=[CH:20][CH:19]=3)[C:15]([O:26][CH3:27])=[C:14]3[C:9]=2[CH:10]=[N:11][C:12]([NH:28][CH3:29])=[N:13]3)[CH:5]=[CH:6][CH:7]=1. (5) Given the reactants O[C:2]1[C:3]([C:15]([O:17][CH3:18])=[O:16])=[CH:4][N:5]([C:9]2[CH:14]=[CH:13][CH:12]=[CH:11][CH:10]=2)[C:6](=[O:8])[CH:7]=1.O=P(Cl)(Cl)[Cl:21], predict the reaction product. The product is: [Cl:21][C:2]1[C:3]([C:15]([O:17][CH3:18])=[O:16])=[CH:4][N:5]([C:9]2[CH:14]=[CH:13][CH:12]=[CH:11][CH:10]=2)[C:6](=[O:8])[CH:7]=1. (6) Given the reactants C1(C2N=NC(NNC(=O)CC3C=C4C(=CC=3)N=CC=C4)=NC=2)C=CC=CC=1.[CH2:28]([N:35]1[CH:39]=[C:38]([C:40]2[N:45]=[N:44][C:43]([NH:46][NH:47][C:48](=O)[CH2:49][C:50]3[CH:51]=[C:52]4[C:57](=[CH:58][CH:59]=3)[N:56]=[CH:55][CH:54]=[CH:53]4)=[N:42][CH:41]=2)[CH:37]=[N:36]1)[C:29]1[CH:34]=[CH:33][CH:32]=[CH:31][CH:30]=1, predict the reaction product. The product is: [N:56]1[C:57]2[C:52](=[CH:51][C:50]([CH2:49][C:48]3[N:44]4[N:45]=[C:40]([C:38]5[CH:37]=[N:36][N:35]([CH2:28][C:29]6[CH:34]=[CH:33][CH:32]=[CH:31][CH:30]=6)[CH:39]=5)[CH:41]=[N:42][C:43]4=[N:46][N:47]=3)=[CH:59][CH:58]=2)[CH:53]=[CH:54][CH:55]=1. (7) Given the reactants [CH2:1]([OH:5])[C:2](=[CH2:4])[CH3:3].Cl[C:7]([O:9][C:10]1[CH:15]=[CH:14][C:13]([N+:16]([O-:18])=[O:17])=[CH:12][CH:11]=1)=[O:8].N1C=CC=CC=1.[Cl-].[NH4+], predict the reaction product. The product is: [N+:16]([C:13]1[CH:12]=[CH:11][C:10]([O:9][C:7](=[O:8])[O:5][CH2:1][C:2]([CH3:3])=[CH2:4])=[CH:15][CH:14]=1)([O-:18])=[O:17].